Predict the product of the given reaction. From a dataset of Forward reaction prediction with 1.9M reactions from USPTO patents (1976-2016). (1) Given the reactants [CH2:1]([O:3][C:4]([C:6]1[CH:15]=[CH:14][C:13]2[C:8](=[C:9]([C:17]3[C:26]4[C:21](=[CH:22][CH:23]=[CH:24][CH:25]=4)[CH:20]=[CH:19][CH:18]=3)[CH:10]=[C:11](I)[CH:12]=2)[N:7]=1)=[O:5])[CH3:2].[S:27]1[CH:31]=[CH:30][C:29](B(O)O)=[CH:28]1.C([O-])([O-])=O.[Na+].[Na+].O, predict the reaction product. The product is: [CH2:1]([O:3][C:4]([C:6]1[CH:15]=[CH:14][C:13]2[C:8](=[C:9]([C:17]3[C:26]4[C:21](=[CH:22][CH:23]=[CH:24][CH:25]=4)[CH:20]=[CH:19][CH:18]=3)[CH:10]=[C:11]([C:29]3[CH:30]=[CH:31][S:27][CH:28]=3)[CH:12]=2)[N:7]=1)=[O:5])[CH3:2]. (2) Given the reactants [C:1]([CH:5]1[O:14][CH2:13][C:12]2[C:11]3[CH:15]=[CH:16][S:17][C:10]=3[C:9](=O)[O:8][C:7]=2[CH2:6]1)([CH3:4])([CH3:3])[CH3:2].CO.[NH3:21], predict the reaction product. The product is: [C:1]([CH:5]1[O:14][CH2:13][C:12]2[C:11]3[CH:15]=[CH:16][S:17][C:10]=3[C:9](=[O:8])[NH:21][C:7]=2[CH2:6]1)([CH3:4])([CH3:3])[CH3:2]. (3) Given the reactants [CH2:1]([O:3][C:4](=[O:13])[CH:5]([NH2:12])[C:6]1[CH:11]=[CH:10][CH:9]=[CH:8][CH:7]=1)[CH3:2].C(=O)([O-])[O-].[Cs+].[Cs+].Br[CH:21]([CH2:27][CH3:28])[C:22]([O:24][CH2:25][CH3:26])=[O:23].Cl, predict the reaction product. The product is: [CH2:25]([O:24][C:22](=[O:23])[CH2:21][CH2:27][CH2:28][NH:12][CH:5]([C:4]([O:3][CH2:1][CH3:2])=[O:13])[C:6]1[CH:11]=[CH:10][CH:9]=[CH:8][CH:7]=1)[CH3:26]. (4) Given the reactants [OH:1][CH2:2][C:3]1[N:4]=[C:5]([C:24]2[CH:29]=[CH:28][C:27]([C:30]([F:33])([F:32])[F:31])=[CH:26][CH:25]=2)[S:6][C:7]=1[CH2:8][O:9][C:10]1[CH:15]=[CH:14][C:13]([C:16]2[NH:20][C:19](=[O:21])[O:18][N:17]=2)=[C:12]([O:22][CH3:23])[CH:11]=1.ClCCl, predict the reaction product. The product is: [CH3:23][O:22][C:12]1[CH:11]=[C:10]([CH:15]=[CH:14][C:13]=1[C:16]1[NH:20][C:19](=[O:21])[O:18][N:17]=1)[O:9][CH2:8][C:7]1[S:6][C:5]([C:24]2[CH:29]=[CH:28][C:27]([C:30]([F:31])([F:32])[F:33])=[CH:26][CH:25]=2)=[N:4][C:3]=1[CH:2]=[O:1].